From a dataset of Catalyst prediction with 721,799 reactions and 888 catalyst types from USPTO. Predict which catalyst facilitates the given reaction. Reactant: [Cl:1][C:2]1[CH:7]=[C:6]([CH2:8][CH2:9][N+:10]([O-:12])=[O:11])[CH:5]=[C:4]([F:13])[CH:3]=1.[C:14]([O:18][C:19]([N:21]1[C@@H:26]([CH:27]=[O:28])[CH2:25][O:24][C@@H:23]([O:29][CH2:30][C:31]([CH3:34])([CH3:33])[CH3:32])[CH2:22]1)=[O:20])([CH3:17])([CH3:16])[CH3:15].[F-].C([N+](CCCC)(CCCC)CCCC)CCC. Product: [C:14]([O:18][C:19]([N:21]1[C@@H:26]([C@@H:27]([OH:28])[C@@H:9]([N+:10]([O-:12])=[O:11])[CH2:8][C:6]2[CH:5]=[C:4]([F:13])[CH:3]=[C:2]([Cl:1])[CH:7]=2)[CH2:25][O:24][C@@H:23]([O:29][CH2:30][C:31]([CH3:34])([CH3:33])[CH3:32])[CH2:22]1)=[O:20])([CH3:17])([CH3:16])[CH3:15]. The catalyst class is: 54.